From a dataset of Catalyst prediction with 721,799 reactions and 888 catalyst types from USPTO. Predict which catalyst facilitates the given reaction. Reactant: [Cl:1][C:2]1[C:3]([C:35]([NH2:37])=[O:36])=[CH:4][C:5]2[N:9]=[C:8]([CH2:10][CH3:11])[N:7]([C:12]3[CH:17]=[CH:16][C:15]([CH2:18][CH2:19][NH:20][C:21]([NH:23][S:24]([C:27]4[CH:32]=[CH:31][C:30]([CH3:33])=[CH:29][CH:28]=4)(=[O:26])=[O:25])=[O:22])=[CH:14][CH:13]=3)[C:6]=2[CH:34]=1.[CH2:38](N(CC)CC)C.CS(Cl)(=O)=O.O. Product: [Cl:1][C:2]1[C:3]([C:35]([NH2:37])=[O:36])=[CH:4][C:5]2[N:9]=[C:8]([CH2:10][CH3:11])[N:7]([C:12]3[CH:13]=[CH:14][C:15]([CH2:18][CH2:19][N:20]([CH3:38])[C:21]([NH:23][S:24]([C:27]4[CH:32]=[CH:31][C:30]([CH3:33])=[CH:29][CH:28]=4)(=[O:26])=[O:25])=[O:22])=[CH:16][CH:17]=3)[C:6]=2[CH:34]=1. The catalyst class is: 4.